From a dataset of Experimentally validated miRNA-target interactions with 360,000+ pairs, plus equal number of negative samples. Binary Classification. Given a miRNA mature sequence and a target amino acid sequence, predict their likelihood of interaction. (1) The miRNA is rno-miR-181b-5p with sequence AACAUUCAUUGCUGUCGGUGGGU. The protein sequence of the target gene is MVWDRQTKMEYEWKPDEQGLQQILQLLKESQSPDTTIQRTVQQKLEQLNQYPDFNNYLIFVLTKLKSEDEPTRSLSGLILKNNVKAHFQNFPNGVTDFIKSECLNNIGDSSPLIRATVGILITTIASKGELQNWPDLLPKLCSLLDSEDYNTCEGAFGALQKICEDSAEILDSDVLDRPLNIMIPKFLQFFKHSSPKIRSHAVACVNQFIISRTQALMLHIDSFIENLFALAGDEEAEVRKNVCRALVMLLEVRMDRLLPHMHNIVEYMLQRTQDQDENVALEACEFWLTLAEQPICKDV.... Result: 0 (no interaction). (2) The protein sequence of the target gene is MAVFPNSCLAGCLLIFILLQLPKLDSAPFDVIGPQEPILAVVGEDAELPCRLSPNVSAKGMELRWFREKVSPAVFVSREGQEQEGEEMAEYRGRVSLVEDHIAEGSVAVRIQEVKASDDGEYRCFFRQDENYEEAIVHLKVAALGSDPHISMKVQESGEIQLECTSVGWYPEPQVQWRTHRGEEFPSMSESRNPDEEGLFTVRASVIIRDSSMKNVSCCIRNLLLGQEKEVEVSIPASFFPRLTPWMVAVAVILVVLGLLTIGSIFFTWRLYKERSRQRRNEFSSKEKLLEELKWKRATL.... The miRNA is hsa-miR-613 with sequence AGGAAUGUUCCUUCUUUGCC. Result: 0 (no interaction). (3) The miRNA is hsa-miR-6765-3p with sequence UCACCUGGCUGGCCCGCCCAG. The protein sequence of the target gene is MRGGHKGGRCACPRVIRKVLAKCGCCFARGGRESYSIAGSEGSISASAASGLAAPSGPSSGLSSGPCSPGPPGPVSGLRRWLDHSKHCLSVETEADSGQAGPYENWMLEPALATGEELPELTLLTTLLEGPGDKTQPPEEETLSQAPESEEEQKKKALERSMYVLSELVETEKMYVDDLGQIVEGYMATMAAQGVPESLRGRDRIVFGNIQQIYEWHRDYFLQELQRCLKDPDWLAQLFIKHERRLHMYVVYCQNKPKSEHVVSEFGDSYFEELRQQLGHRLQLNDLLIKPVQRIMKYQL.... Result: 0 (no interaction). (4) The miRNA is mmu-miR-466l-5p with sequence UUGUGUGUACAUGUACAUGUAU. The protein sequence of the target gene is MGSGKAFLFSPSLLWSQTRGVRLIFLLLTLHLGNCVDKADDEDDEDLTMNKTWVLAPKIHEGDITQILNSLLQGYDNKLRPDIGVRPTVIETDVYVNSIGPVDPINMEYTIDIIFAQTWFDSRLKFNSTMKVLMLNSNMVGKIWIPDTFFRNSRKSDAHWITTPNRLLRIWSDGRVLYTLRLTINAECYLQLHNFPMDEHSCPLEFSSYGYPKNEIEYKWKKPSVEVADPKYWRLYQFAFVGLRNSTEISHTISGDYIIMTIFFDLSRRMGYFTIQTYIPCILTVVLSWVSFWINKDAVP.... Result: 0 (no interaction). (5) The miRNA is hsa-miR-6837-3p with sequence CCUUCACUGUGACUCUGCUGCAG. The protein sequence of the target gene is MEVHELFRYFRMPELIDIRQYVRTLPTNTLMGFGAFAALTTFWYATRPKALKPPCDLSMQSVEIAGTTDGIRRSAVLEDDKLLVYYYDDVRTMYDGFQRGIQVSNNGPCLGSRKPNQPYEWISYKEVAELAECIGSGLIQKGFKPCSEQFIGLFSQNRPEWVIVEQGCFSYSMVVVPLYDTLGADAITYIVNKAELSVIFADKPEKAKLLLEGVENKLTPCLKIIVIMDSYGSDLVERGKKCGVEIISLKALEDLGRVNRVKPKPPEPEDLAIICFTSGTTGNPKGAMITHQNIINDCSG.... Result: 0 (no interaction). (6) The miRNA is mmu-miR-7033-5p with sequence UCUCCAGGAGUCUGAGGGGCAGG. The protein sequence of the target gene is MCFWTNLSVWMILLSHSLSLVSSTETGKTLTQNNSRAGSQGLLEVLRVLSAGDHWSLNHPQSLIKILLERTGCPQRTDWTQGDCKLCLEADALLLTAGGNLEDELREEVVQRVSLLLLYYIIHQEEICSSKLNMSNREYEFYLHSLLGLRQDEDSYFLSEKETDDILAFTRKYFGTSSSQCMETKILQRESGIQGSNGADEKTLPQLAATIIALSLQGVCLGRKALPSPDDFTEYIFSFLNSTNTLHLSEIEQLLNMLTTRRTCAKEDKYLHQYQRKQNTEEHSLRDPKTSTAMDKESDD.... Result: 0 (no interaction).